This data is from Forward reaction prediction with 1.9M reactions from USPTO patents (1976-2016). The task is: Predict the product of the given reaction. (1) Given the reactants [NH3:1].[CH2:2]([O:4][C:5]([C:7]1[C:8]2[S:16][CH:15]=[C:14]([CH2:17][O:18][C:19]3[CH:24]=[CH:23][CH:22]=[C:21]([NH:25][CH2:26][C:27]4[CH:32]=[CH:31][CH:30]=[CH:29][CH:28]=4)[CH:20]=3)[C:9]=2[C:10](Cl)=[N:11][CH:12]=1)=[O:6])[CH3:3], predict the reaction product. The product is: [CH2:2]([O:4][C:5]([C:7]1[C:8]2[S:16][CH:15]=[C:14]([CH2:17][O:18][C:19]3[CH:24]=[CH:23][CH:22]=[C:21]([NH:25][CH2:26][C:27]4[CH:32]=[CH:31][CH:30]=[CH:29][CH:28]=4)[CH:20]=3)[C:9]=2[C:10]([NH2:1])=[N:11][CH:12]=1)=[O:6])[CH3:3]. (2) Given the reactants [CH2:1](Br)[C:2]1[CH:7]=[CH:6][CH:5]=[CH:4][CH:3]=1.[OH:9][C:10]1[CH:11]=[C:12]([CH:16]=[CH:17][C:18]=1[I:19])[C:13]([OH:15])=[O:14].C([O-])([O-])=O.[K+].[K+].[OH-].[Na+], predict the reaction product. The product is: [CH2:1]([O:9][C:10]1[CH:11]=[C:12]([CH:16]=[CH:17][C:18]=1[I:19])[C:13]([OH:15])=[O:14])[C:2]1[CH:7]=[CH:6][CH:5]=[CH:4][CH:3]=1. (3) Given the reactants [N+:1]([C:4]1[C:13]([N+:14]([O-:16])=[O:15])=[CH:12][C:7]2=[N:8][C:9](=O)[N:10]=[C:6]2[CH:5]=1)([O-:3])=[O:2].P(Cl)(Cl)([Cl:19])=O, predict the reaction product. The product is: [N+:1]([C:4]1[C:13]([N+:14]([O-:16])=[O:15])=[CH:12][C:7]2[N:8]=[C:9]([Cl:19])[NH:10][C:6]=2[CH:5]=1)([O-:3])=[O:2]. (4) Given the reactants [Cl-].[Mg+2].[Cl-].[C:4]([O:10][CH3:11])(=[O:9])[CH2:5][C:6]([CH3:8])=[O:7].N1C=CC=CC=1.[Cl:18][C:19]1[CH:27]=[CH:26][CH:25]=[C:24]([F:28])C=1C(Cl)=O.S(=O)(=O)(O)O, predict the reaction product. The product is: [Cl:18][C:19]1[CH:27]=[CH:26][CH:25]=[C:24]([F:28])[C:8]=1[C:6](=[O:7])[CH2:5][C:4]([O:10][CH3:11])=[O:9]. (5) Given the reactants [CH3:1][C:2]1[C:10]2[C:9]([C:11]#[N:12])=[CH:8][CH:7]=[CH:6][C:5]=2[NH:4][CH:3]=1, predict the reaction product. The product is: [CH3:1][C:2]1[C:10]2[C:5](=[CH:6][CH:7]=[CH:8][C:9]=2[CH2:11][NH2:12])[NH:4][CH:3]=1. (6) Given the reactants Br[C:2]1[C:11]([Br:12])=[CH:10][C:5]2[O:6][CH2:7][CH2:8][O:9][C:4]=2[CH:3]=1.[C:13]([Cu])#[N:14].C([O-])([O-])=O.[K+].[K+], predict the reaction product. The product is: [Br:12][C:11]1[C:2]([C:13]#[N:14])=[CH:3][C:4]2[O:9][CH2:8][CH2:7][O:6][C:5]=2[CH:10]=1. (7) Given the reactants O[C:2]1[CH:11]=[CH:10][C:9]2[C:4](=[CH:5][CH:6]=[CH:7][CH:8]=2)[C:3]=1[CH:12]=O.[NH2:14][C:15]1[CH:20]=[CH:19][CH:18]=[CH:17][CH:16]=1.C([OH:23])C, predict the reaction product. The product is: [OH:23][C:16]1[CH:17]=[CH:18][CH:19]=[CH:20][C:15]=1[N:14]=[CH:12][C:3]1[C:4]2[C:9](=[CH:8][CH:7]=[CH:6][CH:5]=2)[CH:10]=[CH:11][CH:2]=1. (8) The product is: [C:1]1([CH:8]=[CH:7][CH:6]=[C:4]([OH:5])[CH:3]=1)[OH:2].[CH2:11]=[O:12]. Given the reactants [C:1]1([CH:8]=[CH:7][CH:6]=[C:4]([OH:5])[CH:3]=1)[OH:2].C=O.[C:11](=O)([O-])[O-:12].[Na+].[Na+], predict the reaction product. (9) Given the reactants Br[C:2]1[C:3]([F:18])=[CH:4][CH:5]=[C:6]2[C:11]=1[N:10]=[C:9]([NH:12][C:13]([CH3:16])([CH3:15])[CH3:14])[C:8]([CH3:17])=[N:7]2.CC1(C)C(C)(C)OB([C:27]2[NH:35][C:34]3[CH2:33][CH2:32][NH:31][C:30](=[O:36])[C:29]=3[CH:28]=2)O1.CC(C1C=C(C(C)C)C(C2C=CC=CC=2P(C2CCCCC2)C2CCCCC2)=C(C(C)C)C=1)C.[O-]P([O-])([O-])=O.[K+].[K+].[K+], predict the reaction product. The product is: [C:13]([NH:12][C:9]1[C:8]([CH3:17])=[N:7][C:6]2[C:11]([N:10]=1)=[C:2]([C:27]1[NH:35][C:34]3[CH2:33][CH2:32][NH:31][C:30](=[O:36])[C:29]=3[CH:28]=1)[C:3]([F:18])=[CH:4][CH:5]=2)([CH3:16])([CH3:15])[CH3:14]. (10) Given the reactants [Cl-].O[NH3+:3].[C:4](=[O:7])([O-])[OH:5].[Na+].CS(C)=O.[OH:13][C:14]([CH3:54])([CH3:53])[CH2:15][N:16]1[C:24]2[CH2:23][CH2:22][CH:21]([N:25]3[C:30](=[O:31])[C:29]([CH2:32][C:33]4[CH:38]=[CH:37][C:36]([C:39]5[C:40]([C:45]#[N:46])=[CH:41][CH:42]=[CH:43][CH:44]=5)=[CH:35][CH:34]=4)=[C:28]([CH2:47][CH2:48][CH3:49])[N:27]4[N:50]=[CH:51][N:52]=[C:26]34)[CH2:20][C:19]=2[CH:18]=[N:17]1, predict the reaction product. The product is: [OH:13][C:14]([CH3:53])([CH3:54])[CH2:15][N:16]1[C:24]2[CH2:23][CH2:22][CH:21]([N:25]3[C:30](=[O:31])[C:29]([CH2:32][C:33]4[CH:38]=[CH:37][C:36]([C:39]5[CH:44]=[CH:43][CH:42]=[CH:41][C:40]=5[C:45]5[NH:3][C:4](=[O:7])[O:5][N:46]=5)=[CH:35][CH:34]=4)=[C:28]([CH2:47][CH2:48][CH3:49])[N:27]4[N:50]=[CH:51][N:52]=[C:26]34)[CH2:20][C:19]=2[CH:18]=[N:17]1.